This data is from Peptide-MHC class I binding affinity with 185,985 pairs from IEDB/IMGT. The task is: Regression. Given a peptide amino acid sequence and an MHC pseudo amino acid sequence, predict their binding affinity value. This is MHC class I binding data. (1) The peptide sequence is AVFKNSFLGK. The MHC is HLA-A11:01 with pseudo-sequence HLA-A11:01. The binding affinity (normalized) is 0.466. (2) The peptide sequence is PSEVELEEY. The MHC is HLA-A80:01 with pseudo-sequence HLA-A80:01. The binding affinity (normalized) is 0.0847.